Dataset: Full USPTO retrosynthesis dataset with 1.9M reactions from patents (1976-2016). Task: Predict the reactants needed to synthesize the given product. (1) The reactants are: [CH2:1]([N:3]1[C:9](=[O:10])[C:8]([CH3:12])([CH3:11])[C:7](=[O:13])[N:6]([CH3:14])[C:5]2[CH:15]=[C:16]([CH2:19][NH:20][CH2:21][CH2:22][C:23]3[CH:24]=[N:25][CH:26]=[CH:27][CH:28]=3)[CH:17]=[CH:18][C:4]1=2)[CH3:2].[C:29]1([C:35]([CH3:40])([CH3:39])[C:36](O)=[O:37])[CH:34]=[CH:33][CH:32]=[CH:31][CH:30]=1.C(N(C(C)C)CC)(C)C.F[P-](F)(F)(F)(F)F.N1(OC(N(C)C)=[N+](C)C)C2N=CC=CC=2N=N1.[ClH:74]. Given the product [ClH:74].[CH2:1]([N:3]1[C:9](=[O:10])[C:8]([CH3:12])([CH3:11])[C:7](=[O:13])[N:6]([CH3:14])[C:5]2[CH:15]=[C:16]([CH2:19][N:20]([CH2:21][CH2:22][C:23]3[CH:24]=[N:25][CH:26]=[CH:27][CH:28]=3)[C:36](=[O:37])[C:35]([C:29]3[CH:34]=[CH:33][CH:32]=[CH:31][CH:30]=3)([CH3:40])[CH3:39])[CH:17]=[CH:18][C:4]1=2)[CH3:2], predict the reactants needed to synthesize it. (2) The reactants are: C(OC([N:8]1[CH2:13][CH2:12][N:11]([C:14]2[CH:15]=[N:16][C:17]([NH:20][C:21]3[N:22]=[CH:23][C:24]4[CH:30]=[C:29]([CH2:31][C:32]5[CH:37]=[CH:36][CH:35]=[CH:34][CH:33]=5)[C:28](=[O:38])[N:27]([CH:39]5[CH2:43][CH2:42][CH2:41][CH2:40]5)[C:25]=4[N:26]=3)=[CH:18][CH:19]=2)[CH2:10][CH2:9]1)=O)(C)(C)C.C(Cl)(Cl)[Cl:45]. Given the product [ClH:45].[CH2:31]([C:29]1[C:28](=[O:38])[N:27]([CH:39]2[CH2:40][CH2:41][CH2:42][CH2:43]2)[C:25]2[N:26]=[C:21]([NH:20][C:17]3[CH:18]=[CH:19][C:14]([N:11]4[CH2:10][CH2:9][NH:8][CH2:13][CH2:12]4)=[CH:15][N:16]=3)[N:22]=[CH:23][C:24]=2[CH:30]=1)[C:32]1[CH:37]=[CH:36][CH:35]=[CH:34][CH:33]=1, predict the reactants needed to synthesize it. (3) Given the product [CH:37]1([CH2:36][O:1][C:2]2[CH:3]=[CH:4][C:5]3[O:9][C:8]([N:10]4[CH2:15][CH2:14][CH:13]([O:16][CH2:17][C@@H:18]([NH:20][C:21](=[O:27])[O:22][C:23]([CH3:24])([CH3:26])[CH3:25])[CH3:19])[CH2:12][CH2:11]4)=[N:7][C:6]=3[CH:28]=2)[CH2:39][CH2:38]1, predict the reactants needed to synthesize it. The reactants are: [OH:1][C:2]1[CH:3]=[CH:4][C:5]2[O:9][C:8]([N:10]3[CH2:15][CH2:14][CH:13]([O:16][CH2:17][C@@H:18]([NH:20][C:21](=[O:27])[O:22][C:23]([CH3:26])([CH3:25])[CH3:24])[CH3:19])[CH2:12][CH2:11]3)=[N:7][C:6]=2[CH:28]=1.C(=O)([O-])[O-].[K+].[K+].Br[CH2:36][CH:37]1[CH2:39][CH2:38]1. (4) Given the product [Cl:1][C:2]1[CH:3]=[CH:4][C:5]([C:8]2([C:12]([N:14]3[CH2:20][CH2:19][CH2:18][CH2:17][CH:16]([CH2:21][O:22][C:47]4[CH:48]=[CH:49][C:44]([C:43]([F:52])([F:51])[F:42])=[CH:45][CH:46]=4)[CH2:15]3)=[O:13])[CH2:11][CH2:10][CH2:9]2)=[CH:6][CH:7]=1, predict the reactants needed to synthesize it. The reactants are: [Cl:1][C:2]1[CH:7]=[CH:6][C:5]([C:8]2([C:12]([N:14]3[CH2:20][CH2:19][CH2:18][CH2:17][CH:16]([CH2:21][OH:22])[CH2:15]3)=[O:13])[CH2:11][CH2:10][CH2:9]2)=[CH:4][CH:3]=1.C1(P(C2C=CC=CC=2)C2C=CC=CC=2)C=CC=CC=1.[F:42][C:43]([F:52])([F:51])[C:44]1[CH:49]=[CH:48][C:47](O)=[CH:46][CH:45]=1.N(C(OCC)=O)=NC(OCC)=O.[OH-].[Na+]. (5) Given the product [OH:1][C@@:2]1([C:9]#[C:10][C:11]2[CH:12]=[C:13]([C:17]3[N:26]=[C:25]([C:27]([NH2:34])=[O:29])[C:24]4[C:19](=[CH:20][C:21]([O:32][CH3:33])=[CH:22][CH:23]=4)[N:18]=3)[CH:14]=[CH:15][CH:16]=2)[CH2:6][CH2:5][N:4]([CH3:7])[C:3]1=[O:8], predict the reactants needed to synthesize it. The reactants are: [OH:1][C@@:2]1([C:9]#[C:10][C:11]2[CH:12]=[C:13]([C:17]3[N:26]=[C:25]([C:27]([O:29]CC)=O)[C:24]4[C:19](=[CH:20][C:21]([O:32][CH3:33])=[CH:22][CH:23]=4)[N:18]=3)[CH:14]=[CH:15][CH:16]=2)[CH2:6][CH2:5][N:4]([CH3:7])[C:3]1=[O:8].[NH3:34]. (6) Given the product [CH2:1]([N:8]1[C:13](=[O:14])[C:12]([CH3:15])=[C:11]([CH3:16])[N:10]=[C:9]1[CH:17]([N:21]([CH2:22][C:23](=[O:37])[CH2:24][CH2:25][N:26]1[C:34](=[O:35])[C:33]2[C:28](=[CH:29][CH:30]=[CH:31][CH:32]=2)[C:27]1=[O:36])[C:51](=[O:52])[C:48]1[CH:49]=[CH:50][C:45]([CH3:54])=[CH:46][CH:47]=1)[CH:18]([CH3:20])[CH3:19])[C:2]1[CH:3]=[CH:4][CH:5]=[CH:6][CH:7]=1, predict the reactants needed to synthesize it. The reactants are: [CH2:1]([N:8]1[C:13](=[O:14])[C:12]([CH3:15])=[C:11]([CH3:16])[N:10]=[C:9]1[CH:17]([NH:21][CH2:22][C:23](=[O:37])[CH2:24][CH2:25][N:26]1[C:34](=[O:35])[C:33]2[C:28](=[CH:29][CH:30]=[CH:31][CH:32]=2)[C:27]1=[O:36])[CH:18]([CH3:20])[CH3:19])[C:2]1[CH:7]=[CH:6][CH:5]=[CH:4][CH:3]=1.C(N(CC)CC)C.[C:45]1([CH3:54])[CH:50]=[CH:49][C:48]([C:51](Cl)=[O:52])=[CH:47][CH:46]=1.